The task is: Predict the reaction yield, written as a fraction of the theoretical maximum amount of product (1.0 means a 100% yield; for example, 0.34 means a 34% yield).. This data is from Reaction yield outcomes from USPTO patents with 853,638 reactions. The reactants are [F:1][C:2]1[CH:7]=[C:6]([O:8][C:9]2[C:10]3[N:17]([CH3:18])[CH:16]=[CH:15][C:11]=3[N:12]=[CH:13][N:14]=2)[CH:5]=[CH:4][C:3]=1[NH:19][C:20]([NH:22][C:23]1[CH:28]=[CH:27][CH:26]=[C:25]([C:29]([F:32])([F:31])[F:30])[CH:24]=1)=[O:21].[C:33]([OH:40])(=[O:39])/[CH:34]=[CH:35]\[C:36]([OH:38])=[O:37]. The catalyst is C(O)C. The product is [C:33]([OH:40])(=[O:39])/[CH:34]=[CH:35]\[C:36]([OH:38])=[O:37].[F:1][C:2]1[CH:7]=[C:6]([O:8][C:9]2[C:10]3[N:17]([CH3:18])[CH:16]=[CH:15][C:11]=3[N:12]=[CH:13][N:14]=2)[CH:5]=[CH:4][C:3]=1[NH:19][C:20]([NH:22][C:23]1[CH:28]=[CH:27][CH:26]=[C:25]([C:29]([F:31])([F:30])[F:32])[CH:24]=1)=[O:21]. The yield is 0.720.